This data is from Full USPTO retrosynthesis dataset with 1.9M reactions from patents (1976-2016). The task is: Predict the reactants needed to synthesize the given product. (1) Given the product [C:17]([NH:20][C:21]1[CH:22]=[C:23]([CH:27]=[CH:28][N:29]=1)[C:24]([NH:16][CH2:15][C:5]1[CH:6]=[N:7][C:8]([O:9][CH2:10][C:11]([F:12])([F:13])[F:14])=[C:3]([Br:2])[CH:4]=1)=[O:25])(=[O:19])[CH3:18], predict the reactants needed to synthesize it. The reactants are: Cl.[Br:2][C:3]1[CH:4]=[C:5]([CH2:15][NH2:16])[CH:6]=[N:7][C:8]=1[O:9][CH2:10][C:11]([F:14])([F:13])[F:12].[C:17]([NH:20][C:21]1[CH:22]=[C:23]([CH:27]=[CH:28][N:29]=1)[C:24](O)=[O:25])(=[O:19])[CH3:18]. (2) Given the product [O:4]1[C:8]2[CH:9]=[CH:10][CH:11]=[C:12]([N:13]3[CH2:18][CH2:17][N:16]([CH2:19][CH2:20][C@H:21]4[CH2:26][CH2:25][C@H:24]([NH:27][C:33](=[O:34])[CH2:32][CH:30]5[CH2:31][O:28][CH2:29]5)[CH2:23][CH2:22]4)[CH2:15][CH2:14]3)[C:7]=2[O:6][CH2:5]1, predict the reactants needed to synthesize it. The reactants are: Cl.Cl.Cl.[O:4]1[C:8]2[CH:9]=[CH:10][CH:11]=[C:12]([N:13]3[CH2:18][CH2:17][N:16]([CH2:19][CH2:20][C@H:21]4[CH2:26][CH2:25][C@H:24]([NH2:27])[CH2:23][CH2:22]4)[CH2:15][CH2:14]3)[C:7]=2[O:6][CH2:5]1.[O:28]1[CH2:31][CH:30]([CH2:32][C:33](OC)=[O:34])[CH2:29]1. (3) The reactants are: [Br:1][C:2]1[CH:3]=[C:4]2[C@@:13]3([CH2:17][O:16][C:15]([NH2:18])=[N:14]3)[C:10]3([CH2:12][CH2:11]3)[C:9]([CH3:20])([CH3:19])[O:8][C:5]2=[CH:6][CH:7]=1.[C:21](O[C:21]([O:23][C:24]([CH3:27])([CH3:26])[CH3:25])=[O:22])([O:23][C:24]([CH3:27])([CH3:26])[CH3:25])=[O:22]. Given the product [Br:1][C:2]1[CH:3]=[C:4]2[C@@:13]3([CH2:17][O:16][C:15]([N:18]([C:21]([O:23][C:24]([CH3:27])([CH3:26])[CH3:25])=[O:22])[C:21]([O:23][C:24]([CH3:27])([CH3:26])[CH3:25])=[O:22])=[N:14]3)[C:10]3([CH2:12][CH2:11]3)[C:9]([CH3:20])([CH3:19])[O:8][C:5]2=[CH:6][CH:7]=1, predict the reactants needed to synthesize it. (4) The reactants are: [C:1]([CH2:3][O:4][C:5]1[CH:10]=[CH:9][CH:8]=[CH:7][C:6]=1[C:11](=O)[CH2:12][N:13]1[C:22](=[O:23])[C:21]2[N:20]([CH2:24][C:25]#[C:26][CH3:27])[C:19]([N:28]3[CH2:33][CH2:32][CH2:31][CH:30]([NH:34][C:35]([O:37][C:38]([CH3:41])([CH3:40])[CH3:39])=[O:36])[CH2:29]3)=[N:18][C:17]=2[N:16]([CH3:42])[C:14]1=[O:15])#[N:2].C(=O)([O-])[O-].[Cs+].[Cs+].O. Given the product [C:1]([C:3]1[O:4][C:5]2[CH:10]=[CH:9][CH:8]=[CH:7][C:6]=2[C:11]=1[CH2:12][N:13]1[C:22](=[O:23])[C:21]2[N:20]([CH2:24][C:25]#[C:26][CH3:27])[C:19]([N:28]3[CH2:33][CH2:32][CH2:31][CH:30]([NH:34][C:35]([O:37][C:38]([CH3:41])([CH3:40])[CH3:39])=[O:36])[CH2:29]3)=[N:18][C:17]=2[N:16]([CH3:42])[C:14]1=[O:15])#[N:2], predict the reactants needed to synthesize it. (5) Given the product [F:29][C:26]([F:27])([F:28])[C:21]1[CH:22]=[CH:23][CH:24]=[CH:25][C:20]=1[CH:19]([O:18][CH:16]1[CH2:17][NH:14][CH2:15]1)[C:30]1[CH:35]=[CH:34][C:33]([S:36]([CH3:39])(=[O:38])=[O:37])=[CH:32][CH:31]=1, predict the reactants needed to synthesize it. The reactants are: C([N:14]1[CH2:17][CH:16]([O:18][CH:19]([C:30]2[CH:35]=[CH:34][C:33]([S:36]([CH3:39])(=[O:38])=[O:37])=[CH:32][CH:31]=2)[C:20]2[CH:25]=[CH:24][CH:23]=[CH:22][C:21]=2[C:26]([F:29])([F:28])[F:27])[CH2:15]1)(C1C=CC=CC=1)C1C=CC=CC=1.ClC1C=C(Cl)C=CC=1C(OC1CNC1)C1C=CC(Cl)=CC=1. (6) Given the product [NH2:14][C:7]1[CH:6]=[C:5]2[C:10]([C:2]([CH3:12])([CH3:1])[NH:3][C:4]2=[O:11])=[CH:9][CH:8]=1, predict the reactants needed to synthesize it. The reactants are: [CH3:1][C:2]1([CH3:12])[C:10]2[C:5](=[CH:6][CH:7]=[CH:8][CH:9]=2)[C:4](=[O:11])[NH:3]1.C(C1C=CC=CC=1C(O)=O)#[N:14].C[Li].